This data is from Catalyst prediction with 721,799 reactions and 888 catalyst types from USPTO. The task is: Predict which catalyst facilitates the given reaction. Reactant: [NH2:1][C:2]1[CH:7]=[CH:6][C:5]([C@@H:8]2[CH2:14][C@@H:13]3[C@H:9]2[CH2:10][N:11]([C:15](=[O:18])[CH2:16][CH3:17])[CH2:12]3)=[CH:4][CH:3]=1.[CH:19]([C:22]1[CH:27]=[CH:26][C:25]([S:28](Cl)(=[O:30])=[O:29])=[CH:24][CH:23]=1)([CH3:21])[CH3:20].C(N(CC)CC)C. Product: [CH:19]([C:22]1[CH:27]=[CH:26][C:25]([S:28]([NH:1][C:2]2[CH:3]=[CH:4][C:5]([C@@H:8]3[CH2:14][C@@H:13]4[C@H:9]3[CH2:10][N:11]([C:15](=[O:18])[CH2:16][CH3:17])[CH2:12]4)=[CH:6][CH:7]=2)(=[O:30])=[O:29])=[CH:24][CH:23]=1)([CH3:21])[CH3:20]. The catalyst class is: 7.